From a dataset of Peptide-MHC class I binding affinity with 185,985 pairs from IEDB/IMGT. Regression. Given a peptide amino acid sequence and an MHC pseudo amino acid sequence, predict their binding affinity value. This is MHC class I binding data. (1) The peptide sequence is KLCLSGDGW. The MHC is H-2-Kb with pseudo-sequence H-2-Kb. The binding affinity (normalized) is 0. (2) The peptide sequence is GAVAMSLTV. The MHC is HLA-B15:01 with pseudo-sequence HLA-B15:01. The binding affinity (normalized) is 0.321. (3) The peptide sequence is YQYIFLSFF. The MHC is HLA-B08:02 with pseudo-sequence HLA-B08:02. The binding affinity (normalized) is 0.0847.